Predict the reactants needed to synthesize the given product. From a dataset of Full USPTO retrosynthesis dataset with 1.9M reactions from patents (1976-2016). Given the product [Cl:19][C:20]1[CH:28]=[C:27]2[C:23]([CH2:24][C:25](=[O:29])[NH:26]2)=[CH:22][C:21]=1[C:2]1[CH:7]=[CH:6][C:5]([C:8]2[CH:13]=[CH:12][C:11]([N:14]3[CH:18]=[CH:17][N:16]=[N:15]3)=[CH:10][CH:9]=2)=[CH:4][CH:3]=1, predict the reactants needed to synthesize it. The reactants are: Br[C:2]1[CH:7]=[CH:6][C:5]([C:8]2[CH:13]=[CH:12][C:11]([N:14]3[CH:18]=[CH:17][N:16]=[N:15]3)=[CH:10][CH:9]=2)=[CH:4][CH:3]=1.[Cl:19][C:20]1[CH:28]=[C:27]2[C:23]([CH2:24][C:25](=[O:29])[NH:26]2)=[CH:22][C:21]=1B1OC(C)(C)C(C)(C)O1.[O-]P([O-])([O-])=O.[K+].[K+].[K+].